Dataset: Reaction yield outcomes from USPTO patents with 853,638 reactions. Task: Predict the reaction yield, written as a fraction of the theoretical maximum amount of product (1.0 means a 100% yield; for example, 0.34 means a 34% yield). (1) The reactants are [C:1]([OH:6])(=[O:5])[C:2]([CH3:4])=[CH2:3].[Fe:7].[N+]([O-])([O-])=O.[Fe+2].[N+]([O-])([O-])=O. The catalyst is O. The product is [C:1]([O-:6])(=[O:5])[C:2]([CH3:4])=[CH2:3].[Fe+2:7].[C:1]([O-:6])(=[O:5])[C:2]([CH3:4])=[CH2:3]. The yield is 0.900. (2) The reactants are [CH3:1][C:2]1[CH:3]=[C:4]([C:8]2[CH:13]=[CH:12][C:11]([C:14]([OH:16])=O)=[CH:10][CH:9]=2)[CH:5]=[CH:6][CH:7]=1.[CH:17]1[CH:18]=[CH:19][N:20]2[CH2:26][C:25]3[CH:27]=[CH:28][CH:29]=[CH:30][C:24]=3[NH:23][CH2:22][C:21]=12.C(N(CC)C(C)C)(C)C. The catalyst is S(Cl)(Cl)=O.ClCCl. The product is [CH:17]1[CH:18]=[CH:19][N:20]2[CH2:26][C:25]3[CH:27]=[CH:28][CH:29]=[CH:30][C:24]=3[N:23]([C:14]([C:11]3[CH:10]=[CH:9][C:8]([C:4]4[CH:5]=[CH:6][CH:7]=[C:2]([CH3:1])[CH:3]=4)=[CH:13][CH:12]=3)=[O:16])[CH2:22][C:21]=12. The yield is 0.828. (3) The catalyst is C(Cl)Cl.CN(C=O)C. The yield is 0.730. The reactants are [C:1]([C:3]1[CH:4]=[C:5]2[C:10](=[CH:11][C:12]=1[O:13][C:14]1[CH:22]=[CH:21][C:17]([C:18]([OH:20])=O)=[CH:16][CH:15]=1)[O:9][CH2:8][CH2:7][CH:6]2[C:23]([O:25][CH3:26])=[O:24])#[N:2].C(Cl)(=O)C(Cl)=O.[CH2:33]1[C:42]2[C:37](=[CH:38][CH:39]=[CH:40][CH:41]=2)[CH2:36][CH2:35][CH:34]1[NH2:43].CCN(C(C)C)C(C)C. The product is [CH2:33]1[C:42]2[C:37](=[CH:38][CH:39]=[CH:40][CH:41]=2)[CH2:36][CH2:35][CH:34]1[NH:43][C:18]([C:17]1[CH:16]=[CH:15][C:14]([O:13][C:12]2[CH:11]=[C:10]3[C:5]([CH:6]([C:23]([O:25][CH3:26])=[O:24])[CH2:7][CH2:8][O:9]3)=[CH:4][C:3]=2[C:1]#[N:2])=[CH:22][CH:21]=1)=[O:20]. (4) The reactants are [F:1][C:2]1[CH:30]=[CH:29][CH:28]=[CH:27][C:3]=1[O:4][C:5]1[CH:10]=[CH:9][C:8]([C:11]2[C:19]3[C:14](=[N:15][CH:16]=[N:17][C:18]=3[NH2:20])[N:13]([C@@H:21]3[CH2:26][CH2:25][CH2:24][NH:23][CH2:22]3)[N:12]=2)=[CH:7][CH:6]=1.N1(C(N2C=CN=C2)=O)C=CN=C1.[C:43]([CH2:45][C:46](O)=[O:47])#[N:44]. The catalyst is ClCCl. The product is [NH2:20][C:18]1[N:17]=[CH:16][N:15]=[C:14]2[N:13]([C@@H:21]3[CH2:26][CH2:25][CH2:24][N:23]([C:46](=[O:47])[CH2:45][C:43]#[N:44])[CH2:22]3)[N:12]=[C:11]([C:8]3[CH:7]=[CH:6][C:5]([O:4][C:3]4[CH:27]=[CH:28][CH:29]=[CH:30][C:2]=4[F:1])=[CH:10][CH:9]=3)[C:19]=12. The yield is 0.510.